This data is from Full USPTO retrosynthesis dataset with 1.9M reactions from patents (1976-2016). The task is: Predict the reactants needed to synthesize the given product. (1) Given the product [Br:5][C:6]1[CH:11]=[C:10]([OH:12])[C:9]([Cl:14])=[CH:8][CH:7]=1, predict the reactants needed to synthesize it. The reactants are: B(Br)(Br)Br.[Br:5][C:6]1[CH:7]=[CH:8][C:9]([Cl:14])=[C:10]([O:12]C)[CH:11]=1. (2) Given the product [OH:5][CH2:4][CH2:3][O:6][C:8]1[N:13]=[C:12]([C:14]2[CH:15]=[CH:16][N:17]=[CH:18][CH:19]=2)[N:11]=[C:10]([NH:20][S:21]([CH2:24][CH2:25][C:26]2[CH:31]=[CH:30][CH:29]=[CH:28][N:27]=2)(=[O:23])=[O:22])[C:9]=1[O:32][C:33]1[CH:38]=[CH:37][CH:36]=[CH:35][C:34]=1[O:39][CH3:40], predict the reactants needed to synthesize it. The reactants are: [H-].[Na+].[CH2:3]([OH:6])[CH2:4][OH:5].Cl[C:8]1[N:13]=[C:12]([C:14]2[CH:19]=[CH:18][N:17]=[CH:16][CH:15]=2)[N:11]=[C:10]([NH:20][S:21]([CH2:24][CH2:25][C:26]2[CH:31]=[CH:30][CH:29]=[CH:28][N:27]=2)(=[O:23])=[O:22])[C:9]=1[O:32][C:33]1[CH:38]=[CH:37][CH:36]=[CH:35][C:34]=1[O:39][CH3:40].Cl. (3) Given the product [NH:8]1[CH2:11][CH:10]([N:12]2[CH2:17][CH2:16][N:15]([C:18]([C:20]3[CH:25]=[CH:24][CH:23]=[CH:22][CH:21]=3)=[O:19])[CH2:14][CH:13]2[CH2:26][OH:27])[CH2:9]1, predict the reactants needed to synthesize it. The reactants are: C1(C(C2C=CC=CC=2)[N:8]2[CH2:11][CH:10]([N:12]3[CH2:17][CH2:16][N:15]([C:18]([C:20]4[CH:25]=[CH:24][CH:23]=[CH:22][CH:21]=4)=[O:19])[CH2:14][CH:13]3[CH2:26][OH:27])[CH2:9]2)C=CC=CC=1.Cl. (4) Given the product [CH2:15]([O:22][C:23]1[CH:28]=[CH:27][C:26]([C:2]2[CH:7]=[CH:6][CH:5]=[C:4]([N:8]3[C:12]([CH3:13])=[CH:11][CH:10]=[C:9]3[CH3:14])[N:3]=2)=[C:25]([CH:32]([CH3:34])[CH3:33])[CH:24]=1)[C:16]1[CH:17]=[CH:18][CH:19]=[CH:20][CH:21]=1, predict the reactants needed to synthesize it. The reactants are: Br[C:2]1[CH:7]=[CH:6][CH:5]=[C:4]([N:8]2[C:12]([CH3:13])=[CH:11][CH:10]=[C:9]2[CH3:14])[N:3]=1.[CH2:15]([O:22][C:23]1[CH:28]=[CH:27][C:26](B(O)O)=[C:25]([CH:32]([CH3:34])[CH3:33])[CH:24]=1)[C:16]1[CH:21]=[CH:20][CH:19]=[CH:18][CH:17]=1.C(=O)([O-])[O-].[Na+].[Na+]. (5) The reactants are: [CH3:1][C:2]1[CH:7]=[CH:6][C:5]([C:8]2[CH:12]=[CH:11][NH:10][N:9]=2)=[CH:4][C:3]=1[CH2:13][NH:14][C:15](=[O:18])[O:16][CH3:17].Br[C:20]1[CH:25]=[CH:24][C:23]([O:26][CH3:27])=[CH:22][C:21]=1[CH3:28].C(=O)([O-])[O-].[K+].[K+].CNC1CCCCC1NC. Given the product [CH3:27][O:26][C:23]1[CH:24]=[CH:25][C:20]([N:10]2[CH:11]=[CH:12][C:8]([C:5]3[CH:6]=[CH:7][C:2]([CH3:1])=[C:3]([CH2:13][NH:14][C:15](=[O:18])[O:16][CH3:17])[CH:4]=3)=[N:9]2)=[C:21]([CH3:28])[CH:22]=1, predict the reactants needed to synthesize it. (6) Given the product [C:19]([O:23][C:24]([N:26]([C:68]([O:70][C:71]([CH3:74])([CH3:73])[CH3:72])=[O:69])[C:27]1[C:28]2[C:35]([I:36])=[CH:34][N:33]([C@@H:37]3[CH2:41][N:40]([C:42]([O:44][C:45]([CH3:46])([CH3:47])[CH3:48])=[O:43])[C@H:39]([CH2:49][OH:50])[CH2:38]3)[C:29]=2[N:30]=[CH:31][N:32]=1)=[O:25])([CH3:20])([CH3:21])[CH3:22], predict the reactants needed to synthesize it. The reactants are: [F-].C([N+](CCCC)(CCCC)CCCC)CCC.[C:19]([O:23][C:24]([N:26]([C:68]([O:70][C:71]([CH3:74])([CH3:73])[CH3:72])=[O:69])[C:27]1[C:28]2[C:35]([I:36])=[CH:34][N:33]([C@@H:37]3[CH2:41][N:40]([C:42]([O:44][C:45]([CH3:48])([CH3:47])[CH3:46])=[O:43])[C@H:39]([CH2:49][O:50][Si](C(C)(C)C)(C4C=CC=CC=4)C4C=CC=CC=4)[CH2:38]3)[C:29]=2[N:30]=[CH:31][N:32]=1)=[O:25])([CH3:22])([CH3:21])[CH3:20]. (7) The reactants are: [Cl:1][C:2]1[CH:23]=[CH:22][CH:21]=[C:20]([Cl:24])[C:3]=1[CH2:4][N:5]1[CH2:9][CH2:8][CH:7]([C:10](=O)[C:11]2[CH:16]=[CH:15][CH:14]=[CH:13][C:12]=2[CH3:17])[C:6]1=[O:19].Cl.[NH2:26][OH:27].C([O-])(=O)C.[Na+]. Given the product [Cl:1][C:2]1[CH:23]=[CH:22][CH:21]=[C:20]([Cl:24])[C:3]=1[CH2:4][N:5]1[CH2:9][CH2:8][CH:7]([C:10](=[N:26][OH:27])[C:11]2[CH:16]=[CH:15][CH:14]=[CH:13][C:12]=2[CH3:17])[C:6]1=[O:19], predict the reactants needed to synthesize it. (8) The reactants are: [O:1]1[CH2:5][CH2:4][CH2:3][C@H:2]1[C:6](Cl)=[O:7].[BrH:9].[CH3:10]COCC.C(Cl)Cl. Given the product [Br:9][CH2:10][C:6]([C@@H:2]1[CH2:3][CH2:4][CH2:5][O:1]1)=[O:7], predict the reactants needed to synthesize it. (9) Given the product [Br:1][C:2]1[C:7]2[O:8][CH:9]([C:12]([O:14][CH2:15][CH3:16])=[O:13])[CH2:10][N:11]([CH3:17])[C:6]=2[CH:5]=[CH:4][CH:3]=1, predict the reactants needed to synthesize it. The reactants are: [Br:1][C:2]1[C:7]2[O:8][CH:9]([C:12]([O:14][CH2:15][CH3:16])=[O:13])[CH2:10][NH:11][C:6]=2[CH:5]=[CH:4][CH:3]=1.[C:17](=O)([O-])[O-].[Cs+].[Cs+].CI.C(OCC)(=O)C.